This data is from Full USPTO retrosynthesis dataset with 1.9M reactions from patents (1976-2016). The task is: Predict the reactants needed to synthesize the given product. (1) Given the product [Cl:44][C:25]1[CH:24]=[C:31]([NH:32][C:11](=[O:12])[CH2:10][CH2:9][NH:8][C:6](=[O:7])[C:5]2[CH:14]=[C:15]([C:17]([F:20])([F:19])[F:18])[CH:16]=[C:3]([C:2]([F:1])([F:22])[F:21])[CH:4]=2)[CH:30]=[CH:29][C:26]=1[O:27][CH3:28], predict the reactants needed to synthesize it. The reactants are: [F:1][C:2]([F:22])([F:21])[C:3]1[CH:4]=[C:5]([CH:14]=[C:15]([C:17]([F:20])([F:19])[F:18])[CH:16]=1)[C:6]([NH:8][CH2:9][CH2:10][C:11](O)=[O:12])=[O:7].Cl[C:24]1[CH:25]=[C:26]([CH:29]=[CH:30][C:31]=1[NH2:32])[O:27][CH3:28].O.ON1C2C=CC=CC=2N=N1.[ClH:44].CN(C)CCCN=C=NCC.C(N(CC)C(C)C)(C)C. (2) Given the product [F:19][C:18]1[C:9]([NH:8][C:6]2[C:5]([C:20]([F:23])([F:22])[F:21])=[CH:4][N:3]=[C:2]([NH:24][C:25]3[CH:26]=[CH:27][C:28]4[CH2:34][CH2:33][CH2:32][C:31](=[O:35])[N:30]([CH2:36][CH2:37][O:38][CH3:39])[C:29]=4[CH:40]=3)[N:7]=2)=[C:10]([CH:15]=[CH:16][CH:17]=1)[C:11]([NH:13][CH3:14])=[O:12], predict the reactants needed to synthesize it. The reactants are: Cl[C:2]1[N:7]=[C:6]([NH:8][C:9]2[C:18]([F:19])=[CH:17][CH:16]=[CH:15][C:10]=2[C:11]([NH:13][CH3:14])=[O:12])[C:5]([C:20]([F:23])([F:22])[F:21])=[CH:4][N:3]=1.[NH2:24][C:25]1[CH:26]=[CH:27][C:28]2[CH2:34][CH2:33][CH2:32][C:31](=[O:35])[N:30]([CH2:36][CH2:37][O:38][CH3:39])[C:29]=2[CH:40]=1. (3) Given the product [O:39]1[CH:14]2[C@@H:13]3[C@@H:23]([C@:21]4([CH3:22])[C:16]([CH:15]12)=[CH:17][C:18](=[O:28])[CH2:19][CH2:20]4)[CH2:24][CH2:25][C@@:26]1([CH3:27])[C@H:12]3[CH2:11][CH2:10][C@@H:9]1[C@H:7]([CH3:8])[CH2:6][CH2:5][C:4](=[O:29])[CH:2]([CH3:1])[CH3:3], predict the reactants needed to synthesize it. The reactants are: [CH3:1][CH:2]([C:4](=[O:29])[CH2:5][CH2:6][C@H:7]([C@@H:9]1[C@:26]2([CH3:27])[C@H:12]([C@H:13]3[C@H:23]([CH2:24][CH2:25]2)[C@:21]2([CH3:22])[C:16](=[CH:17][C:18](=[O:28])[CH2:19][CH2:20]2)[CH:15]=[CH:14]3)[CH2:11][CH2:10]1)[CH3:8])[CH3:3].O.CC1C(C(OO)=[O:39])=CC=CC=1.C(OCCCC)(=O)C.S([O-])([O-])=O.[Na+].[Na+].